This data is from Reaction yield outcomes from USPTO patents with 853,638 reactions. The task is: Predict the reaction yield, written as a fraction of the theoretical maximum amount of product (1.0 means a 100% yield; for example, 0.34 means a 34% yield). (1) The reactants are [ClH:1].[NH2:2][C@H:3]([C:8]([OH:10])=[O:9])[CH2:4][CH2:5][CH2:6][NH2:7].[CH3:11]O. No catalyst specified. The product is [ClH:1].[CH3:11][O:9][C:8](=[O:10])[C@H:3]([CH2:4][CH2:5][CH2:6][NH2:7])[NH2:2]. The yield is 0.970. (2) The reactants are [C:1]([O:6][OH:7])([CH2:4][CH3:5])([CH3:3])[CH3:2].[OH-].[K+].[OH-].[Na+].[C:12](Cl)(=[O:17])[C:13]([CH3:16])([CH3:15])[CH3:14].Cl.CCCCCCCCCC(C)C. The catalyst is O. The product is [C:12]([O:7][O:6][C:1]([CH2:4][CH3:5])([CH3:3])[CH3:2])(=[O:17])[C:13]([CH3:16])([CH3:15])[CH3:14]. The yield is 0.939. (3) The reactants are [F:1][C:2]([F:22])([F:21])[C:3]([C:5]1[CH:10]=[CH:9][C:8]([CH:11]([NH:13][C:14](=[O:20])[O:15][C:16]([CH3:19])([CH3:18])[CH3:17])[CH3:12])=[CH:7][CH:6]=1)=O.[NH2:23][OH:24]. The catalyst is N1C=CC=CC=1.CCO. The product is [F:1][C:2]([F:22])([F:21])[C:3]([C:5]1[CH:10]=[CH:9][C:8]([CH:11]([NH:13][C:14](=[O:20])[O:15][C:16]([CH3:19])([CH3:18])[CH3:17])[CH3:12])=[CH:7][CH:6]=1)=[N:23][OH:24]. The yield is 0.600. (4) The reactants are [F:1][C:2]1[CH:3]=[C:4]([CH:22]=[CH:23][C:24]=1[F:25])[CH2:5][O:6][C:7]1[CH:16]=[C:15]2[C:10]([CH:11]=[C:12]([C:17](OCC)=[O:18])[CH:13]=[N:14]2)=[N:9][CH:8]=1.OC1C=C2C(C=C(C(OCC)=O)C=N2)=NC=1.C([O-])([O-])=O.[Cs+].[Cs+].FC1C=C(C=CC=1F)CBr. The catalyst is CN(C=O)C.O.CCOC(C)=O. The product is [F:1][C:2]1[CH:3]=[C:4]([CH:22]=[CH:23][C:24]=1[F:25])[CH2:5][O:6][C:7]1[CH:16]=[C:15]2[C:10]([CH:11]=[C:12]([CH2:17][OH:18])[CH:13]=[N:14]2)=[N:9][CH:8]=1. The yield is 0.640. (5) The reactants are C([O:8][C:9](=[O:25])[C:10]1[C:15]([Cl:16])=[CH:14][CH:13]=[C:12]([NH:17][S:18]([CH2:21][CH2:22][CH3:23])(=[O:20])=[O:19])[C:11]=1[F:24])C1C=CC=CC=1.[OH-].[K+].O.Cl. The catalyst is O1CCCC1. The product is [Cl:16][C:15]1[C:10]([C:9]([OH:25])=[O:8])=[C:11]([F:24])[C:12]([NH:17][S:18]([CH2:21][CH2:22][CH3:23])(=[O:19])=[O:20])=[CH:13][CH:14]=1. The yield is 0.858. (6) The reactants are [CH3:1][O:2][C:3]1[CH:4]=[C:5]([CH:21]=[CH:22][C:23]=1[O:24][CH2:25][C:26]1[N:27]=[C:28]([C:32]2[CH:33]=[N:34][CH:35]=[CH:36][CH:37]=2)[O:29][C:30]=1[CH3:31])[CH2:6][O:7][C:8]1[C:12]([CH:13]=O)=[CH:11][N:10]([C:15]2[CH:20]=[CH:19][CH:18]=[CH:17][CH:16]=2)[N:9]=1.[CH2:38]([P:47](=[O:54])([O:51][CH2:52][CH3:53])[O:48][CH2:49][CH3:50])P(=O)(OCC)OCC.CN(C)C=O.[H-].[Na+]. The catalyst is O. The product is [CH3:1][O:2][C:3]1[CH:4]=[C:5]([CH:21]=[CH:22][C:23]=1[O:24][CH2:25][C:26]1[N:27]=[C:28]([C:32]2[CH:33]=[N:34][CH:35]=[CH:36][CH:37]=2)[O:29][C:30]=1[CH3:31])[CH2:6][O:7][C:8]1[C:12](/[CH:13]=[CH:38]/[P:47](=[O:54])([O:48][CH2:49][CH3:50])[O:51][CH2:52][CH3:53])=[CH:11][N:10]([C:15]2[CH:16]=[CH:17][CH:18]=[CH:19][CH:20]=2)[N:9]=1. The yield is 0.770. (7) The catalyst is O. The yield is 0.120. The reactants are C([O:3][C:4]([C:6]1[CH:7]=[N:8][N:9]([C:11]2[NH:20][C:19](=[O:21])[C:18]3[C:13](=[CH:14][C:15]([Cl:35])=[C:16]([S:22]([C:25]4[CH:30]=[CH:29][C:28]([O:31][CH3:32])=[C:27]([O:33][CH3:34])[CH:26]=4)(=[O:24])=[O:23])[CH:17]=3)[N:12]=2)[CH:10]=1)=[O:5])C.C1COCC1.[OH-].[K+].Cl. The product is [Cl:35][C:15]1[CH:14]=[C:13]2[C:18]([C:19](=[O:21])[NH:20][C:11]([N:9]3[CH:10]=[C:6]([C:4]([OH:5])=[O:3])[CH:7]=[N:8]3)=[N:12]2)=[CH:17][C:16]=1[S:22]([C:25]1[CH:30]=[CH:29][C:28]([O:31][CH3:32])=[C:27]([O:33][CH3:34])[CH:26]=1)(=[O:24])=[O:23]. (8) The reactants are [CH3:1][N:2]1[C:10]2[C@@:9]3([CH3:14])[C:11]([CH3:13])([CH3:12])[C@H:6]([CH2:7][CH2:8]3)[C:5]=2[C:4](=[O:15])[NH:3]1.[F:16][C:17]1[CH:24]=[CH:23][C:20]([CH2:21]Br)=[C:19]([C:25]([F:28])([F:27])[F:26])[CH:18]=1. The catalyst is CN(C)C=O. The product is [F:16][C:17]1[CH:24]=[CH:23][C:20]([CH2:21][N:3]2[C:4](=[O:15])[C:5]3[C@@H:6]4[C:11]([CH3:12])([CH3:13])[C@@:9]([CH3:14])([CH2:8][CH2:7]4)[C:10]=3[N:2]2[CH3:1])=[C:19]([C:25]([F:26])([F:27])[F:28])[CH:18]=1. The yield is 0.550. (9) The reactants are [Cl:1][C:2]1[CH:7]=[CH:6][C:5]([OH:8])=[CH:4][CH:3]=1.F[C:10]1[CH:15]=[CH:14][CH:13]=[CH:12][C:11]=1[N+:16]([O-:18])=[O:17].[Cl:19][C:20]1[CH:33]=[CH:32][C:23]([O:24][C:25]2[CH:31]=[CH:30][CH:29]=[CH:28][C:26]=2[NH2:27])=[CH:22][CH:21]=1.[NH2:34][C:35]1[S:36][CH:37]=[CH:38][N:39]=1. No catalyst specified. The product is [Cl:1][C:2]1[CH:7]=[CH:6][C:5]([O:8][C:10]2[CH:15]=[CH:14][CH:13]=[CH:12][C:11]=2[N+:16]([O-:18])=[O:17])=[CH:4][CH:3]=1.[Cl:19][C:20]1[CH:33]=[CH:32][C:23]([O:24][C:25]2[CH:31]=[CH:30][CH:29]=[CH:28][C:26]=2[NH:27][C:5]([NH:34][C:35]2[S:36][CH:37]=[CH:38][N:39]=2)=[O:8])=[CH:22][CH:21]=1. The yield is 0.710. (10) The reactants are C([O:9][C@:10]1([CH3:73])[C@H:14]([O:15]C(=O)C2C=CC=CC=2)[C@@H:13]([CH2:24][O:25]C(=O)C2C=CC=CC=2)[O:12][C@H:11]1[N:34]1[CH:42]=[N:41][C:40]2[C:35]1=[N:36][C:37]([N:58]([C:66]([O:68][C:69]([CH3:72])([CH3:71])[CH3:70])=[O:67])[C:59]([O:61][C:62]([CH3:65])([CH3:64])[CH3:63])=[O:60])=[N:38][C:39]=2[N:43]([C:51]([O:53][C:54]([CH3:57])([CH3:56])[CH3:55])=[O:52])[C:44]([O:46][C:47]([CH3:50])([CH3:49])[CH3:48])=[O:45])(=O)C1C=CC=CC=1.C[O-].[Na+]. The catalyst is CO. The product is [OH:9][C@:10]1([CH3:73])[C@H:14]([OH:15])[C@@H:13]([CH2:24][OH:25])[O:12][C@H:11]1[N:34]1[CH:42]=[N:41][C:40]2[C:35]1=[N:36][C:37]([N:58]([C:66]([O:68][C:69]([CH3:72])([CH3:71])[CH3:70])=[O:67])[C:59](=[O:60])[O:61][C:62]([CH3:65])([CH3:64])[CH3:63])=[N:38][C:39]=2[N:43]([C:44]([O:46][C:47]([CH3:48])([CH3:49])[CH3:50])=[O:45])[C:51](=[O:52])[O:53][C:54]([CH3:55])([CH3:57])[CH3:56]. The yield is 0.920.